Dataset: NCI-60 drug combinations with 297,098 pairs across 59 cell lines. Task: Regression. Given two drug SMILES strings and cell line genomic features, predict the synergy score measuring deviation from expected non-interaction effect. (1) Drug 1: C1=NC2=C(N1)C(=S)N=CN2. Drug 2: COCCOC1=C(C=C2C(=C1)C(=NC=N2)NC3=CC=CC(=C3)C#C)OCCOC.Cl. Cell line: HCT116. Synergy scores: CSS=37.4, Synergy_ZIP=-1.37, Synergy_Bliss=-3.81, Synergy_Loewe=-19.8, Synergy_HSA=-2.68. (2) Drug 1: C1=NC2=C(N=C(N=C2N1C3C(C(C(O3)CO)O)F)Cl)N. Drug 2: COCCOC1=C(C=C2C(=C1)C(=NC=N2)NC3=CC=CC(=C3)C#C)OCCOC.Cl. Cell line: SW-620. Synergy scores: CSS=7.85, Synergy_ZIP=-0.636, Synergy_Bliss=2.56, Synergy_Loewe=-5.88, Synergy_HSA=-0.0694. (3) Drug 1: CC1CCC2CC(C(=CC=CC=CC(CC(C(=O)C(C(C(=CC(C(=O)CC(OC(=O)C3CCCCN3C(=O)C(=O)C1(O2)O)C(C)CC4CCC(C(C4)OC)OCCO)C)C)O)OC)C)C)C)OC. Drug 2: C1C(C(OC1N2C=NC(=NC2=O)N)CO)O. Cell line: NCI-H522. Synergy scores: CSS=22.7, Synergy_ZIP=-7.68, Synergy_Bliss=-4.45, Synergy_Loewe=1.40, Synergy_HSA=2.08. (4) Drug 1: C1=C(C(=O)NC(=O)N1)N(CCCl)CCCl. Drug 2: CCN(CC)CCCC(C)NC1=C2C=C(C=CC2=NC3=C1C=CC(=C3)Cl)OC. Cell line: SNB-19. Synergy scores: CSS=33.2, Synergy_ZIP=-5.90, Synergy_Bliss=0.584, Synergy_Loewe=0.774, Synergy_HSA=1.54. (5) Drug 1: CC1C(C(CC(O1)OC2CC(CC3=C2C(=C4C(=C3O)C(=O)C5=C(C4=O)C(=CC=C5)OC)O)(C(=O)C)O)N)O.Cl. Drug 2: C1CCC(CC1)NC(=O)N(CCCl)N=O. Cell line: UACC-257. Synergy scores: CSS=13.4, Synergy_ZIP=0.416, Synergy_Bliss=9.44, Synergy_Loewe=3.86, Synergy_HSA=6.86. (6) Drug 1: CCC1(C2=C(COC1=O)C(=O)N3CC4=CC5=C(C=CC(=C5CN(C)C)O)N=C4C3=C2)O.Cl. Drug 2: CC1CCCC2(C(O2)CC(NC(=O)CC(C(C(=O)C(C1O)C)(C)C)O)C(=CC3=CSC(=N3)C)C)C. Cell line: UACC-257. Synergy scores: CSS=27.4, Synergy_ZIP=-10.2, Synergy_Bliss=-7.36, Synergy_Loewe=-0.861, Synergy_HSA=-0.668.